Dataset: Catalyst prediction with 721,799 reactions and 888 catalyst types from USPTO. Task: Predict which catalyst facilitates the given reaction. (1) Reactant: [F:1][C:2]1[CH:7]=[C:6]([F:8])[CH:5]=[CH:4][C:3]=1[C:9]1[CH:14]=[CH:13][C:12]([S:15]([NH:18][C:19]2[CH:24]=[CH:23][CH:22]=[C:21]([CH:25]3[CH2:27][O:26]3)[CH:20]=2)(=[O:17])=[O:16])=[CH:11][CH:10]=1.[CH3:28][NH2:29]. Product: [F:1][C:2]1[CH:7]=[C:6]([F:8])[CH:5]=[CH:4][C:3]=1[C:9]1[CH:14]=[CH:13][C:12]([S:15]([NH:18][C:19]2[CH:24]=[CH:23][CH:22]=[C:21]([CH:25]([OH:26])[CH2:27][NH:29][CH3:28])[CH:20]=2)(=[O:17])=[O:16])=[CH:11][CH:10]=1. The catalyst class is: 8. (2) Reactant: [NH:1]1[CH2:6][CH2:5][CH:4]([N:7]2[C:15]3[C:10](=[N:11][CH:12]=[CH:13][CH:14]=3)[NH:9][C:8]2=[O:16])[CH2:3][CH2:2]1.Cl[C:18]1[N:23]=[C:22]([CH3:24])[N:21]=[C:20]([O:25][C:26]2[CH:35]=[C:34]([CH3:36])[C:29]3[NH:30][C:31](=[O:33])[O:32][C:28]=3[CH:27]=2)[CH:19]=1.CCN(C(C)C)C(C)C. Product: [CH3:24][C:22]1[N:23]=[C:18]([N:1]2[CH2:2][CH2:3][CH:4]([N:7]3[C:15]4[C:10](=[N:11][CH:12]=[CH:13][CH:14]=4)[NH:9][C:8]3=[O:16])[CH2:5][CH2:6]2)[CH:19]=[C:20]([O:25][C:26]2[CH:35]=[C:34]([CH3:36])[C:29]3[NH:30][C:31](=[O:33])[O:32][C:28]=3[CH:27]=2)[N:21]=1. The catalyst class is: 18.